Task: Regression. Given a peptide amino acid sequence and an MHC pseudo amino acid sequence, predict their binding affinity value. This is MHC class II binding data.. Dataset: Peptide-MHC class II binding affinity with 134,281 pairs from IEDB (1) The peptide sequence is DIYKGVYQFKSVEFD. The MHC is DRB1_0802 with pseudo-sequence DRB1_0802. The binding affinity (normalized) is 0.210. (2) The peptide sequence is KINDKCPSTGEAHLA. The MHC is DRB5_0101 with pseudo-sequence DRB5_0101. The binding affinity (normalized) is 0.196. (3) The peptide sequence is NSFTAPNESYKKQVT. The MHC is HLA-DQA10501-DQB10301 with pseudo-sequence HLA-DQA10501-DQB10301. The binding affinity (normalized) is 0.163. (4) The MHC is HLA-DPA10301-DPB10402 with pseudo-sequence HLA-DPA10301-DPB10402. The peptide sequence is RSLPPIVKDASIQVV. The binding affinity (normalized) is 0.380. (5) The peptide sequence is LVQSYGWNIVTMKSGVDV. The MHC is DRB1_0301 with pseudo-sequence DRB1_0301. The binding affinity (normalized) is 0.0340.